This data is from Full USPTO retrosynthesis dataset with 1.9M reactions from patents (1976-2016). The task is: Predict the reactants needed to synthesize the given product. (1) Given the product [CH:15]([NH:17][C:4](=[O:6])[C:3]1[CH:7]=[CH:8][CH:9]=[N:10][C:2]=1[CH3:1])([CH3:16])[CH3:14], predict the reactants needed to synthesize it. The reactants are: [CH3:1][C:2]1[N:10]=[CH:9][CH:8]=[CH:7][C:3]=1[C:4]([OH:6])=O.C1C=C[C:14]2N(O)N=[N:17][C:15]=2[CH:16]=1.C(N)(C)C.C(N(CC)CC)C.C(Cl)CCl. (2) Given the product [C:15]([O:1][C@H:2]1[CH2:6][CH2:5][N:4]([C:7]([O:9][C:10]([CH3:13])([CH3:12])[CH3:11])=[O:8])[CH2:3]1)(=[O:16])[CH3:14], predict the reactants needed to synthesize it. The reactants are: [OH:1][C@H:2]1[CH2:6][CH2:5][N:4]([C:7]([O:9][C:10]([CH3:13])([CH3:12])[CH3:11])=[O:8])[CH2:3]1.[CH3:14][C:15](OC(C)=O)=[O:16]. (3) Given the product [N:27]1([C:2]2[C:3]([C:8]([NH:10][C@H:11]3[CH2:15][CH2:14][CH2:13][C@@H:12]3[NH:16][C:17]3[CH:22]=[N:21][C:20]([C:23]([F:26])([F:25])[F:24])=[CH:19][N:18]=3)=[O:9])=[N:4][CH:5]=[CH:6][CH:7]=2)[CH:31]=[CH:30][CH:29]=[N:28]1, predict the reactants needed to synthesize it. The reactants are: Br[C:2]1[C:3]([C:8]([NH:10][C@H:11]2[CH2:15][CH2:14][CH2:13][C@@H:12]2[NH:16][C:17]2[CH:22]=[N:21][C:20]([C:23]([F:26])([F:25])[F:24])=[CH:19][N:18]=2)=[O:9])=[N:4][CH:5]=[CH:6][CH:7]=1.[NH:27]1[CH:31]=[CH:30][CH:29]=[N:28]1.C(=O)([O-])[O-].[Cs+].[Cs+].CN[C@@H]1CCCC[C@H]1NC. (4) Given the product [C:1]([C@H:5]1[CH2:10][CH2:9][C@H:8]([O:11][C:12]2[CH:13]=[C:14]3[C:19](=[CH:20][CH:21]=2)[CH:18]=[C:17]([CH:22]([N:25]2[CH2:30][CH2:29][CH:28]([C:31]([O:33][CH2:34][CH3:35])=[O:32])[CH2:27][CH2:26]2)[CH3:23])[CH:16]=[CH:15]3)[CH2:7][CH2:6]1)([CH3:4])([CH3:3])[CH3:2], predict the reactants needed to synthesize it. The reactants are: [C:1]([C@H:5]1[CH2:10][CH2:9][C@H:8]([O:11][C:12]2[CH:13]=[C:14]3[C:19](=[CH:20][CH:21]=2)[CH:18]=[C:17]([C:22](=O)[CH3:23])[CH:16]=[CH:15]3)[CH2:7][CH2:6]1)([CH3:4])([CH3:3])[CH3:2].[NH:25]1[CH2:30][CH2:29][CH:28]([C:31]([O:33][CH2:34][CH3:35])=[O:32])[CH2:27][CH2:26]1.[BH3-]C#N.[Na+]. (5) Given the product [CH:1]1([CH:6]([C:20]2[CH:25]=[CH:24][CH:23]=[CH:22][N:21]=2)[NH:7][C:8]([C:10]2[CH:11]=[C:12]3[C:16](=[CH:17][CH:18]=2)[NH:15][N:14]=[C:13]3[C:37]2[CH:38]=[CH:39][C:34]([O:33][CH:30]3[CH2:29][CH2:28][N:27]([CH3:26])[CH2:32][CH2:31]3)=[CH:35][CH:36]=2)=[O:9])[CH2:5][CH2:4][CH2:3][CH2:2]1, predict the reactants needed to synthesize it. The reactants are: [CH:1]1([CH:6]([C:20]2[CH:25]=[CH:24][CH:23]=[CH:22][N:21]=2)[NH:7][C:8]([C:10]2[CH:11]=[C:12]3[C:16](=[CH:17][CH:18]=2)[NH:15][N:14]=[C:13]3I)=[O:9])[CH2:5][CH2:4][CH2:3][CH2:2]1.[CH3:26][N:27]1[CH2:32][CH2:31][CH:30]([O:33][C:34]2[CH:39]=[CH:38][C:37](B3OC(C)(C)C(C)(C)O3)=[CH:36][CH:35]=2)[CH2:29][CH2:28]1.C([O-])([O-])=O.[Na+].[Na+]. (6) Given the product [CH:1]1([C:7]2[CH:20]=[CH:19][C:10]([O:11][CH2:12][C@H:13]3[O:17][C:16]4=[N:18][C:42](=[O:41])[C:43]([CH:44]([CH3:46])[CH3:45])=[CH:47][N:15]4[CH2:14]3)=[CH:9][CH:8]=2)[CH2:2][CH2:3][CH2:4][CH2:5][CH2:6]1, predict the reactants needed to synthesize it. The reactants are: [CH:1]1([C:7]2[CH:20]=[CH:19][C:10]([O:11][CH2:12][C@H:13]3[O:17][C:16]([NH2:18])=[N:15][CH2:14]3)=[CH:9][CH:8]=2)[CH2:6][CH2:5][CH2:4][CH2:3][CH2:2]1.C1O[C@H]1CCl.C1(C2C=CC(O)=CC=2)CCCCC1.C([O:41][C:42](=O)[CH:43]([CH:47]=O)[CH:44]([CH3:46])[CH3:45])C. (7) The reactants are: [NH2:1][C:2]1[CH:29]=[CH:28][CH:27]=[CH:26][C:3]=1[C:4]([NH:6][C:7]1[CH:12]=[C:11]([C:13]([F:16])([F:15])[F:14])[CH:10]=[C:9]([CH2:17][N:18]2[CH2:23][CH2:22][N:21]([CH2:24][CH3:25])[CH2:20][CH2:19]2)[CH:8]=1)=[O:5].[O:30]=[C:31]1[NH:36][CH:35]=[C:34]([CH:37]=O)[CH:33]=[CH:32]1.C12(CS(O)(=O)=O)C(C)(C)C(CC1)CC2=O. Given the product [CH2:24]([N:21]1[CH2:20][CH2:19][N:18]([CH2:17][C:9]2[CH:8]=[C:7]([N:6]3[C:4](=[O:5])[C:3]4[C:2](=[CH:29][CH:28]=[CH:27][CH:26]=4)[NH:1][CH:37]3[C:34]3[CH:33]=[CH:32][C:31](=[O:30])[NH:36][CH:35]=3)[CH:12]=[C:11]([C:13]([F:14])([F:15])[F:16])[CH:10]=2)[CH2:23][CH2:22]1)[CH3:25], predict the reactants needed to synthesize it. (8) The reactants are: [Br:1][C:2]1[CH:10]=[CH:9][C:5]([C:6]([OH:8])=O)=[C:4]([Cl:11])[CH:3]=1.C1(P(C2C=CC=CC=2)C2C=CC=CC=2)C=CC=CC=1.[CH:31]1[CH:36]=[C:35]([S:37][S:37][C:35]2[N:34]=[CH:33][CH:32]=[CH:31][CH:36]=2)[N:34]=[CH:33][CH:32]=1. Given the product [N:34]1[CH:33]=[CH:32][CH:31]=[CH:36][C:35]=1[S:37][C:6](=[O:8])[C:5]1[CH:9]=[CH:10][C:2]([Br:1])=[CH:3][C:4]=1[Cl:11], predict the reactants needed to synthesize it. (9) Given the product [CH2:29]([O:36][C:37]1[CH:44]=[CH:43][C:40]([CH:41]=[CH:2][CH2:3][CH3:4])=[C:39]([OH:45])[CH:38]=1)[C:30]1[CH:35]=[CH:34][CH:33]=[CH:32][CH:31]=1, predict the reactants needed to synthesize it. The reactants are: [Br-].[CH2:2]([P+](C1C=CC=CC=1)(C1C=CC=CC=1)C1C=CC=CC=1)[CH2:3][CH3:4].C([Li])CCC.[CH2:29]([O:36][C:37]1[CH:44]=[CH:43][C:40]([CH:41]=O)=[C:39]([OH:45])[CH:38]=1)[C:30]1[CH:35]=[CH:34][CH:33]=[CH:32][CH:31]=1.ClCCl. (10) The reactants are: C([O:3][P:4]([CH2:9][CH2:10][N:11]1[CH2:19][CH2:18][CH2:17][NH:16][C:15]2[C:14](=[O:20])[C:13](=[O:21])[C:12]1=2)(=[O:8])[O:5]CC)C.C[Si](Br)(C)C.O. Given the product [CH2:18]1[CH2:19][N:11]([CH2:10][CH2:9][P:4]([OH:5])([OH:8])=[O:3])[C:12]2=[C:13]([OH:21])[C:14](=[O:20])[C:15]2=[N:16][CH2:17]1, predict the reactants needed to synthesize it.